From a dataset of Peptide-MHC class II binding affinity with 134,281 pairs from IEDB. Regression. Given a peptide amino acid sequence and an MHC pseudo amino acid sequence, predict their binding affinity value. This is MHC class II binding data. (1) The peptide sequence is TESTFKNISCTFKFGEE. The MHC is DRB1_1101 with pseudo-sequence DRB1_1101. The binding affinity (normalized) is 0.572. (2) The peptide sequence is VKYPNLSDLDRLTQE. The MHC is DRB1_0101 with pseudo-sequence DRB1_0101. The binding affinity (normalized) is 0.0762. (3) The binding affinity (normalized) is 0.427. The MHC is DRB1_0701 with pseudo-sequence DRB1_0701. The peptide sequence is YDKGLANVSTVLTGK. (4) The peptide sequence is IYECKGVTVKDVTIT. The MHC is DRB1_1602 with pseudo-sequence DRB1_1602. The binding affinity (normalized) is 0.246. (5) The binding affinity (normalized) is 0.561. The MHC is DRB1_0802 with pseudo-sequence DRB1_0802. The peptide sequence is QAGNNLMMIEQYPYV. (6) The peptide sequence is KKEEKKESGDAASGA. The MHC is HLA-DQA10104-DQB10503 with pseudo-sequence HLA-DQA10104-DQB10503. The binding affinity (normalized) is 0.0419. (7) The peptide sequence is ILQLLKDFLELLRYL. The MHC is HLA-DQA10102-DQB10602 with pseudo-sequence HLA-DQA10102-DQB10602. The binding affinity (normalized) is 0.